Dataset: Forward reaction prediction with 1.9M reactions from USPTO patents (1976-2016). Task: Predict the product of the given reaction. Given the reactants [C:1]([C:3]1[CH:11]=[CH:10][C:6]([C:7]([NH2:9])=[O:8])=[CH:5][C:4]=1[N+:12]([O-:14])=[O:13])#[CH:2].[C:15](OC(=O)C)(=[O:17])[CH3:16], predict the reaction product. The product is: [C:15]([NH:9][C:7](=[O:8])[C:6]1[CH:10]=[CH:11][C:3]([C:1]#[CH:2])=[C:4]([N+:12]([O-:14])=[O:13])[CH:5]=1)(=[O:17])[CH3:16].